This data is from Forward reaction prediction with 1.9M reactions from USPTO patents (1976-2016). The task is: Predict the product of the given reaction. (1) Given the reactants [Br:1][C:2]1[CH:3]=[CH:4][C-:5]([O:8][CH3:9])[NH:6][CH:7]=1.C1C=C(Cl)C=C(C(OO)=[O:18])C=1, predict the reaction product. The product is: [Br:1][C:2]1[CH:3]=[CH:4][C:5]([O:8][CH3:9])=[N+:6]([O-:18])[CH:7]=1. (2) Given the reactants [CH2:1]([S:3]([N:6]1[C:14]2[CH:13]=[CH:12][C:11]([C:15]([O:17]CC3C=CC=CC=3)=[O:16])=[CH:10][C:9]=2[C:8]2[CH2:25][N:26]([C:29]([O:31][C:32]([CH3:35])([CH3:34])[CH3:33])=[O:30])[CH2:27][CH2:28][C:7]1=2)(=[O:5])=[O:4])[CH3:2], predict the reaction product. The product is: [C:32]([O:31][C:29]([N:26]1[CH2:27][CH2:28][C:7]2[N:6]([S:3]([CH2:1][CH3:2])(=[O:5])=[O:4])[C:14]3[CH:13]=[CH:12][C:11]([C:15]([OH:17])=[O:16])=[CH:10][C:9]=3[C:8]=2[CH2:25]1)=[O:30])([CH3:34])([CH3:33])[CH3:35]. (3) Given the reactants [F:1][C:2]1[CH:7]=[CH:6][CH:5]=[C:4]([F:8])[C:3]=1[N:9]1[C:17]2[CH:16]=[CH:15][N:14]=[C:13]([O:18][CH3:19])[C:12]=2[C:11]([C:20]2[CH:29]=[CH:28][C:23]([C:24]([O:26]C)=[O:25])=[CH:22][CH:21]=2)=[N:10]1.CO.[OH-].[Na+], predict the reaction product. The product is: [F:1][C:2]1[CH:7]=[CH:6][CH:5]=[C:4]([F:8])[C:3]=1[N:9]1[C:17]2[CH:16]=[CH:15][N:14]=[C:13]([O:18][CH3:19])[C:12]=2[C:11]([C:20]2[CH:29]=[CH:28][C:23]([C:24]([OH:26])=[O:25])=[CH:22][CH:21]=2)=[N:10]1. (4) Given the reactants Cl[C:2]1[CH:3]=[C:4]([CH:17]=[CH:18][CH:19]=1)[CH2:5][S:6][C:7]1[CH:8]=[C:9]([O:15][CH3:16])[C:10]([O:13][CH3:14])=[N:11][CH:12]=1.BrCC1C=CC=C([C:28]([F:31])([F:30])[F:29])C=1, predict the reaction product. The product is: [CH3:14][O:13][C:10]1[C:9]([O:15][CH3:16])=[CH:8][C:7]([S:6][CH2:5][C:4]2[CH:17]=[CH:18][CH:19]=[C:2]([C:28]([F:31])([F:30])[F:29])[CH:3]=2)=[CH:12][N:11]=1. (5) The product is: [CH:1]1([C:4]2[CH:11]=[CH:10][C:9]([CH2:12][O:13][CH3:14])=[CH:8][C:5]=2[CH2:6][NH2:7])[CH2:2][CH2:3]1. Given the reactants [CH:1]1([C:4]2[CH:11]=[CH:10][C:9]([CH2:12][O:13][CH3:14])=[CH:8][C:5]=2[C:6]#[N:7])[CH2:3][CH2:2]1.[H-].[H-].[H-].[H-].[Li+].[Al+3], predict the reaction product. (6) The product is: [CH2:1]([N:8]([CH2:14][CH2:15][C:16](=[O:25])[CH2:17][OH:18])[C:9](=[O:13])[O:10][CH2:11][CH3:12])[C:2]1[CH:7]=[CH:6][CH:5]=[CH:4][CH:3]=1. Given the reactants [CH2:1]([N:8]([CH2:14][C:15]#[C:16][CH2:17][OH:18])[C:9](=[O:13])[O:10][CH2:11][CH3:12])[C:2]1[CH:7]=[CH:6][CH:5]=[CH:4][CH:3]=1.B(F)(F)F.CC[O:25]CC, predict the reaction product. (7) Given the reactants C([Li])CCC.[CH2:6]=[CH:7][C:8](=[CH2:10])[CH3:9].[CH2:11]=[CH:12][C:13]1[CH:18]=[CH:17][CH:16]=[CH:15][CH:14]=1, predict the reaction product. The product is: [CH2:6]=[CH:7][C:8](=[CH2:9])[CH3:10].[CH2:11]=[CH:12][C:13]1[CH:18]=[CH:17][CH:16]=[CH:15][CH:14]=1. (8) Given the reactants [CH3:1][O:2][C:3]1[CH:12]=[C:11]2[C:6]([C:7]([NH:13][C:14]3[CH:19]=[CH:18][C:17]([O:20][C:21]4[CH:26]=[CH:25][CH:24]=[CH:23][CH:22]=4)=[CH:16][CH:15]=3)=[N:8][CH:9]=[N:10]2)=[CH:5][C:4]=1[NH2:27].O1CCOC[CH2:29]1.C(Cl)Cl.[C:37](Cl)(=[O:40])[CH:38]=[CH2:39], predict the reaction product. The product is: [CH2:1]([O:2][C:3]1[CH:12]=[C:11]2[C:6]([C:7]([NH:13][C:14]3[CH:15]=[CH:16][C:17]([O:20][C:21]4[CH:26]=[CH:25][CH:24]=[CH:23][CH:22]=4)=[CH:18][CH:19]=3)=[N:8][CH:9]=[N:10]2)=[CH:5][C:4]=1[NH:27][C:37](=[O:40])[CH:38]=[CH2:39])[CH3:29]. (9) Given the reactants [S:1]([C:13]1[CH:22]=[CH:21][C:16]([C:17]([O:19][CH3:20])=[O:18])=[CH:15][CH:14]=1)[S:1][C:13]1[CH:14]=[CH:15][C:16]([C:17]([O:19][CH3:20])=[O:18])=[CH:21][CH:22]=1.[CH3:23][N:24]1[CH2:36][CH2:35][N:27]2[C:28]3[CH:29]=[CH:30][CH:31]=[CH:32][C:33]=3[CH:34]=[C:26]2[C:25]1=[O:37], predict the reaction product. The product is: [CH3:23][N:24]1[CH2:36][CH2:35][N:27]2[C:28]3[CH:29]=[CH:30][CH:31]=[CH:32][C:33]=3[C:34]([S:1][C:13]3[CH:14]=[CH:15][C:16]([C:17]([O:19][CH3:20])=[O:18])=[CH:21][CH:22]=3)=[C:26]2[C:25]1=[O:37]. (10) Given the reactants [Cl-:1].[Ca+2].[Cl-].[CH3:4][CH2:5][C:6]([C:8]1[CH:13]=[CH:12][C:11]([CH3:14])=[CH:10][CH:9]=1)=[O:7].Cl.[NH:16]1[CH2:21][CH2:20][CH2:19][CH2:18][CH2:17]1.Cl.O1CCO[CH2:24]1, predict the reaction product. The product is: [CH3:14][C:11]1[CH:12]=[CH:13][C:8]([C:6]([CH:5]([CH2:24][N:16]2[CH2:21][CH2:20][CH2:19][CH2:18][CH2:17]2)[CH3:4])=[O:7])=[CH:9][CH:10]=1.[ClH:1].